Dataset: Forward reaction prediction with 1.9M reactions from USPTO patents (1976-2016). Task: Predict the product of the given reaction. (1) Given the reactants [C:1](Cl)(=[O:3])[CH3:2].[Cl-].[Al+3].[Cl-].[Cl-].[CH2:9]1[C:17]2[C:12](=[CH:13][CH:14]=[CH:15][CH:16]=2)[CH2:11][CH:10]1[NH:18][C:19](=[O:24])[C:20]([F:23])([F:22])[F:21].Cl.C(OC(C)C)(=O)C, predict the reaction product. The product is: [C:1]([C:15]1[CH:16]=[C:17]2[C:12](=[CH:13][CH:14]=1)[CH2:11][CH:10]([NH:18][C:19](=[O:24])[C:20]([F:21])([F:23])[F:22])[CH2:9]2)(=[O:3])[CH3:2]. (2) Given the reactants F[C:2]1[CH:7]=[CH:6][C:5]([N+:8]([O-:10])=[O:9])=[CH:4][CH:3]=1.CN1CCCC1.[NH2:17][CH2:18][CH2:19][CH2:20][N:21]1[CH2:26][CH2:25][N:24]([CH3:27])[CH2:23][CH2:22]1.C([O-])([O-])=O.[K+].[K+], predict the reaction product. The product is: [CH3:27][N:24]1[CH2:25][CH2:26][N:21]([CH2:20][CH2:19][CH2:18][NH:17][C:2]2[CH:7]=[CH:6][C:5]([N+:8]([O-:10])=[O:9])=[CH:4][CH:3]=2)[CH2:22][CH2:23]1. (3) Given the reactants [Cl:1][C:2]1[C:3]([O:12][CH3:13])=[C:4]([C:8]([Cl:11])=[CH:9][CH:10]=1)[C:5](O)=[O:6], predict the reaction product. The product is: [Cl:1][C:2]1[C:3]([O:12][CH3:13])=[C:4]([CH2:5][OH:6])[C:8]([Cl:11])=[CH:9][CH:10]=1.